From a dataset of Full USPTO retrosynthesis dataset with 1.9M reactions from patents (1976-2016). Predict the reactants needed to synthesize the given product. (1) The reactants are: [Br:1][C:2]1[CH:3]=[C:4]2[C:9](=[CH:10][C:11]=1[CH2:12]Br)[N:8]=[CH:7][N:6]([N:14]([C:22]1[CH:27]=[C:26]([Cl:28])[CH:25]=[CH:24][C:23]=1[S:29]([CH2:32][CH3:33])(=[O:31])=[O:30])[C:15](=[O:21])[O:16][C:17]([CH3:20])([CH3:19])[CH3:18])[C:5]2=[O:34].CC(OC(N(C(OC(C)(C)C)=O)C1C(C(OCC)=O)=CC(Cl)=C(C[N:50]2[CH2:55][CH2:54][N:53]([C:56]([O:58][C:59]([CH3:62])([CH3:61])[CH3:60])=[O:57])[CH2:52][CH2:51]2)C=1)=O)(C)C. Given the product [Br:1][C:2]1[CH:3]=[C:4]2[C:9](=[CH:10][C:11]=1[CH2:12][N:50]1[CH2:51][CH2:52][N:53]([C:56]([O:58][C:59]([CH3:62])([CH3:61])[CH3:60])=[O:57])[CH2:54][CH2:55]1)[N:8]=[CH:7][N:6]([N:14]([C:15]([O:16][C:17]([CH3:20])([CH3:19])[CH3:18])=[O:21])[C:22]1[CH:27]=[C:26]([Cl:28])[CH:25]=[CH:24][C:23]=1[S:29]([CH2:32][CH3:33])(=[O:31])=[O:30])[C:5]2=[O:34], predict the reactants needed to synthesize it. (2) Given the product [CH2:19]([N:16]1[CH2:15][CH2:14][N:13]([C:7]2[CH:8]=[CH:9][C:10]([O:11][CH3:12])=[C:5]([S:2]([CH3:1])(=[O:3])=[O:4])[CH:6]=2)[CH2:18][CH2:17]1)[CH3:20], predict the reactants needed to synthesize it. The reactants are: [CH3:1][S:2]([C:5]1[CH:6]=[C:7]([N:13]2[CH2:18][CH2:17][NH:16][CH2:15][CH2:14]2)[CH:8]=[CH:9][C:10]=1[O:11][CH3:12])(=[O:4])=[O:3].[CH2:19](I)[CH3:20].